From a dataset of Full USPTO retrosynthesis dataset with 1.9M reactions from patents (1976-2016). Predict the reactants needed to synthesize the given product. Given the product [CH2:4]([C:8]1[S:9][CH:10]=[C:11]([C:13]([OH:15])=[O:14])[N:12]=1)[CH:5]([CH3:7])[CH3:6], predict the reactants needed to synthesize it. The reactants are: O.[OH-].[Li+].[CH2:4]([C:8]1[S:9][CH:10]=[C:11]([C:13]([O:15]CC)=[O:14])[N:12]=1)[CH:5]([CH3:7])[CH3:6].Cl.